This data is from Full USPTO retrosynthesis dataset with 1.9M reactions from patents (1976-2016). The task is: Predict the reactants needed to synthesize the given product. (1) The reactants are: C(N(CC)CC)C.[C:8]([O:12][C:13](=[O:31])[NH:14][S:15](=[O:30])(=[O:29])[NH:16][C@@H:17]1[CH2:22][C@@H:21]([C:23](=[O:27])[N:24]([CH3:26])[CH3:25])[CH2:20][CH2:19][C@H:18]1[OH:28])([CH3:11])([CH3:10])[CH3:9].[CH3:32][S:33](Cl)(=[O:35])=[O:34].O. Given the product [CH3:32][S:33]([O:28][C@@H:18]1[CH2:19][CH2:20][C@H:21]([C:23](=[O:27])[N:24]([CH3:26])[CH3:25])[CH2:22][C@H:17]1[NH:16][S:15](=[O:30])(=[O:29])[NH:14][C:13]([O:12][C:8]([CH3:11])([CH3:9])[CH3:10])=[O:31])(=[O:35])=[O:34], predict the reactants needed to synthesize it. (2) The reactants are: Cl.Cl[CH2:3][CH2:4][N:5]1[CH2:9][CH2:8][CH2:7][CH2:6]1.[F:10][C:11]1[CH:16]=[C:15]([N+:17]([O-:19])=[O:18])[CH:14]=[CH:13][C:12]=1[OH:20].C(=O)([O-])[O-].[Cs+].[Cs+]. Given the product [F:10][C:11]1[CH:16]=[C:15]([N+:17]([O-:19])=[O:18])[CH:14]=[CH:13][C:12]=1[O:20][CH2:3][CH2:4][N:5]1[CH2:9][CH2:8][CH2:7][CH2:6]1, predict the reactants needed to synthesize it.